Task: Predict which catalyst facilitates the given reaction.. Dataset: Catalyst prediction with 721,799 reactions and 888 catalyst types from USPTO Reactant: [F:8][C:7]([F:10])([F:9])[C:6](O[C:6](=[O:11])[C:7]([F:10])([F:9])[F:8])=[O:11].[CH:14]12[CH:21]([N:22]([CH3:30])[C:23](=[O:29])[O:24][C:25]([CH3:28])([CH3:27])[CH3:26])[CH:18]([CH2:19][CH2:20]1)[CH2:17][NH:16][CH2:15]2. Product: [CH3:30][N:22]([CH:21]1[CH:14]2[CH2:20][CH2:19][CH:18]1[CH2:17][N:16]([C:6](=[O:11])[C:7]([F:8])([F:9])[F:10])[CH2:15]2)[C:23](=[O:29])[O:24][C:25]([CH3:28])([CH3:26])[CH3:27]. The catalyst class is: 11.